Dataset: Forward reaction prediction with 1.9M reactions from USPTO patents (1976-2016). Task: Predict the product of the given reaction. (1) Given the reactants C[O:2][C:3]([C:5]1[S:6][C:7]([C:10]2[CH:15]=[CH:14][CH:13]=[CH:12][CH:11]=2)=[CH:8][CH:9]=1)=[O:4].[OH-].[Na+].Cl, predict the reaction product. The product is: [C:10]1([C:7]2[S:6][C:5]([C:3]([OH:4])=[O:2])=[CH:9][CH:8]=2)[CH:11]=[CH:12][CH:13]=[CH:14][CH:15]=1. (2) Given the reactants [CH3:1][C:2](=O)[CH:3]([S:7][C:8]1[N:12]=[CH:11][NH:10][N:9]=1)[C:4](=[O:6])[CH3:5].Cl.NO.C([N:19](CC)CC)C, predict the reaction product. The product is: [CH3:1][C:2]1[C:3]([S:7][C:8]2[N:12]=[CH:11][NH:10][N:9]=2)=[C:4]([CH3:5])[O:6][N:19]=1. (3) Given the reactants [NH2:1][CH2:2][C:3]([N:5]([C:7]1[CH:12]=[CH:11][C:10]([Cl:13])=[C:9]([CH2:14][O:15][C:16]2[C:24]3[N:23]=[C:22]([O:25][CH3:26])[N:21]([CH2:27][C:28]4[CH:33]=[CH:32][CH:31]=[CH:30][N:29]=4)[C:20]=3[CH:19]=[CH:18][CH:17]=2)[C:8]=1[Cl:34])[CH3:6])=[O:4].[CH3:35][NH:36][C:37]([N:39]1[CH2:44][CH2:43][N:42]([CH2:45][CH2:46][C:47](O)=[O:48])[CH2:41][CH2:40]1)=[O:38], predict the reaction product. The product is: [Cl:34][C:8]1[C:9]([CH2:14][O:15][C:16]2[C:24]3[N:23]=[C:22]([O:25][CH3:26])[N:21]([CH2:27][C:28]4[CH:33]=[CH:32][CH:31]=[CH:30][N:29]=4)[C:20]=3[CH:19]=[CH:18][CH:17]=2)=[C:10]([Cl:13])[CH:11]=[CH:12][C:7]=1[N:5]([CH3:6])[C:3](=[O:4])[CH2:2][NH:1][C:47](=[O:48])[CH2:46][CH2:45][N:42]1[CH2:43][CH2:44][N:39]([C:37]([NH:36][CH3:35])=[O:38])[CH2:40][CH2:41]1. (4) The product is: [CH3:5][O:4][N:3]([CH3:2])[C:17](=[O:19])[CH:16]([N:10]1[CH2:11][CH2:12][O:13][CH2:14][CH2:15]1)[C:21]1[CH:26]=[CH:25][CH:24]=[CH:23][CH:22]=1. Given the reactants Cl.[CH3:2][NH:3][O:4][CH3:5].C[Al](C)C.[N:10]1([CH:16]([C:21]2[CH:26]=[CH:25][CH:24]=[CH:23][CH:22]=2)[C:17]([O:19]C)=O)[CH2:15][CH2:14][O:13][CH2:12][CH2:11]1.Cl, predict the reaction product. (5) Given the reactants [CH2:1]([Zn]CC)C.C(O)(C(F)(F)F)=O.ICI.[CH2:16]=[C:17]1[CH2:25][CH2:24][CH2:23][C:22]2[N:21]([CH2:26][C:27]([O:29][CH2:30][CH3:31])=[O:28])[N:20]=[C:19]([C:32]([F:35])([F:34])[F:33])[C:18]1=2.[Cl-].[NH4+], predict the reaction product. The product is: [F:33][C:32]([F:35])([F:34])[C:19]1[C:18]2[C:17]3([CH2:1][CH2:16]3)[CH2:25][CH2:24][CH2:23][C:22]=2[N:21]([CH2:26][C:27]([O:29][CH2:30][CH3:31])=[O:28])[N:20]=1. (6) Given the reactants [C:1]([CH:3]([C:9]1[CH:14]=[CH:13][C:12]([CH2:15][O:16][Si:17]([CH:24]([CH3:26])[CH3:25])([CH:21]([CH3:23])[CH3:22])[CH:18]([CH3:20])[CH3:19])=[CH:11][CH:10]=1)[C:4]([O:6][CH2:7][CH3:8])=[O:5])#[N:2].[BH4-].[Na+], predict the reaction product. The product is: [NH2:2][CH2:1][CH:3]([C:9]1[CH:10]=[CH:11][C:12]([CH2:15][O:16][Si:17]([CH:24]([CH3:25])[CH3:26])([CH:18]([CH3:20])[CH3:19])[CH:21]([CH3:22])[CH3:23])=[CH:13][CH:14]=1)[C:4]([O:6][CH2:7][CH3:8])=[O:5]. (7) Given the reactants [C:1]([C:3]1[CH:4]=[CH:5][C:6]([O:26][CH3:27])=[C:7]([C:9]2[C:13]([NH:14][C:15]([C:17]3[CH:18]=[N:19][N:20]4[CH:25]=[CH:24][CH:23]=[N:22][C:21]=34)=[O:16])=[CH:12][NH:11][N:10]=2)[CH:8]=1)#[N:2].Cl[CH2:29][C:30]1[N:34]([CH3:35])[N:33]=[CH:32][CH:31]=1.C(=O)([O-])[O-].[Cs+].[Cs+], predict the reaction product. The product is: [C:1]([C:3]1[CH:4]=[CH:5][C:6]([O:26][CH3:27])=[C:7]([C:9]2[C:13]([NH:14][C:15]([C:17]3[CH:18]=[N:19][N:20]4[CH:25]=[CH:24][CH:23]=[N:22][C:21]=34)=[O:16])=[CH:12][N:11]([CH2:29][C:30]3[N:34]([CH3:35])[N:33]=[CH:32][CH:31]=3)[N:10]=2)[CH:8]=1)#[N:2]. (8) Given the reactants [N:1]#[C:2]Br.[NH2:4][C:5]1[C:10]([OH:11])=[CH:9][CH:8]=[CH:7][N:6]=1.C([O-])(O)=O.[Na+], predict the reaction product. The product is: [O:11]1[C:10]2[C:5](=[N:6][CH:7]=[CH:8][CH:9]=2)[N:4]=[C:2]1[NH2:1].